From a dataset of Forward reaction prediction with 1.9M reactions from USPTO patents (1976-2016). Predict the product of the given reaction. (1) Given the reactants N1CCOCC1.Br[C:8]1[CH:9]=[C:10]([CH2:14][C:15]([N:17]2[CH2:22][CH2:21][O:20][CH2:19][CH2:18]2)=[O:16])[CH:11]=[CH:12][CH:13]=1.[C:23]([Si:25]([CH3:28])([CH3:27])[CH3:26])#[CH:24].C1C=CC(P(C2C=CC=CC=2)C2C=CC=CC=2)=CC=1.C(N(CC)CC)C, predict the reaction product. The product is: [N:17]1([C:15](=[O:16])[CH2:14][C:10]2[CH:11]=[CH:12][CH:13]=[C:8]([C:24]#[C:23][Si:25]([CH3:28])([CH3:27])[CH3:26])[CH:9]=2)[CH2:22][CH2:21][O:20][CH2:19][CH2:18]1. (2) Given the reactants P(Cl)(Cl)(Cl)=O.[CH2:6]([O:8][C:9]([C:11]1[NH:12][CH:13]=[C:14]([CH3:16])[CH:15]=1)=[O:10])[CH3:7].CN(C)[CH:19]=[O:20], predict the reaction product. The product is: [CH2:6]([O:8][C:9]([C:11]1[NH:12][C:13]([CH:19]=[O:20])=[C:14]([CH3:16])[CH:15]=1)=[O:10])[CH3:7]. (3) Given the reactants ClC(N(C)C)=C(C)C.[F:9][CH:10]([F:27])[CH2:11][O:12][C:13]1[N:21]=[C:20]([NH:22][CH3:23])[C:19]([N+:24]([O-:26])=[O:25])=[CH:18][C:14]=1[C:15]([OH:17])=O.N1C=CC=CC=1.[Br:34][C:35]1[CH:41]=[CH:40][C:38]([NH2:39])=[CH:37][CH:36]=1, predict the reaction product. The product is: [Br:34][C:35]1[CH:41]=[CH:40][C:38]([NH:39][C:15](=[O:17])[C:14]2[CH:18]=[C:19]([N+:24]([O-:26])=[O:25])[C:20]([NH:22][CH3:23])=[N:21][C:13]=2[O:12][CH2:11][CH:10]([F:9])[F:27])=[CH:37][CH:36]=1. (4) Given the reactants CS(O)(=O)=O.[C:6]([N:9]1[CH2:14][CH2:13][CH:12]([N:15]2[C:28](=[O:29])[C@H:27]([NH2:30])[CH2:26][C:25]3[CH:24]=[CH:23][C:22]4[NH:21][N:20]=[CH:19][C:18]=4[C:17]=3[CH2:16]2)[CH2:11][CH2:10]1)(=[O:8])[CH3:7].[C:31](O)(=[O:33])C.[NH:35]1[CH2:40][CH2:39][CH:38]([N:41]2[CH2:50][C:49]3[C:44](=[CH:45][CH:46]=[CH:47][CH:48]=3)[NH:43][C:42]2=[O:51])[CH2:37][CH2:36]1, predict the reaction product. The product is: [C:6]([N:9]1[CH2:14][CH2:13][CH:12]([N:15]2[C:28](=[O:29])[C@H:27]([NH:30][C:31]([N:35]3[CH2:36][CH2:37][CH:38]([N:41]4[CH2:50][C:49]5[C:44](=[CH:45][CH:46]=[CH:47][CH:48]=5)[NH:43][C:42]4=[O:51])[CH2:39][CH2:40]3)=[O:33])[CH2:26][C:25]3[CH:24]=[CH:23][C:22]4[NH:21][N:20]=[CH:19][C:18]=4[C:17]=3[CH2:16]2)[CH2:11][CH2:10]1)(=[O:8])[CH3:7]. (5) Given the reactants Cl[C:2]1[N:7]=[C:6]([CH3:8])[N:5]=[C:4]([NH:9][C:10]2[S:11][C:12]([C:15]([NH:17][C:18]3[C:23]([CH2:24][OH:25])=[CH:22][CH:21]=[CH:20][C:19]=3[Cl:26])=[O:16])=[CH:13][N:14]=2)[CH:3]=1.[OH:27][CH2:28][CH2:29][N:30]1[CH2:35][CH2:34][NH:33][CH2:32][CH2:31]1.C(N(C(C)C)C(C)C)C.N, predict the reaction product. The product is: [Cl:26][C:19]1[CH:20]=[CH:21][CH:22]=[C:23]([CH2:24][OH:25])[C:18]=1[NH:17][C:15]([C:12]1[S:11][C:10]([NH:9][C:4]2[CH:3]=[C:2]([N:33]3[CH2:34][CH2:35][N:30]([CH2:29][CH2:28][OH:27])[CH2:31][CH2:32]3)[N:7]=[C:6]([CH3:8])[N:5]=2)=[N:14][CH:13]=1)=[O:16].